From a dataset of Reaction yield outcomes from USPTO patents with 853,638 reactions. Predict the reaction yield, written as a fraction of the theoretical maximum amount of product (1.0 means a 100% yield; for example, 0.34 means a 34% yield). (1) The reactants are [F:1][C:2]1[CH:7]=[CH:6][C:5]([N:8]2[C:12]([CH:13]([CH3:15])[CH3:14])=[C:11]([NH2:16])[CH:10]=[N:9]2)=[CH:4][CH:3]=1.[Cl:17][C:18]1[C:19]([C:28]([F:31])([F:30])[F:29])=[N:20][N:21]([CH2:24][C:25](O)=[O:26])[C:22]=1[CH3:23].C(N(C(C)C)CC)(C)C.CN(C(ON1N=NC2C=CC=NC1=2)=[N+](C)C)C.F[P-](F)(F)(F)(F)F. The catalyst is CN(C=O)C.O. The product is [Cl:17][C:18]1[C:19]([C:28]([F:30])([F:29])[F:31])=[N:20][N:21]([CH2:24][C:25]([NH:16][C:11]2[CH:10]=[N:9][N:8]([C:5]3[CH:4]=[CH:3][C:2]([F:1])=[CH:7][CH:6]=3)[C:12]=2[CH:13]([CH3:14])[CH3:15])=[O:26])[C:22]=1[CH3:23]. The yield is 0.280. (2) The reactants are [Cl:1][C:2]1[CH:7]=[CH:6][CH:5]=[CH:4][C:3]=1[C:8]1[N+:9]([O-])=[CH:10][C:11]2[C:16]([CH:17]=1)=[CH:15][N:14]=[C:13]([NH:18][C:19]([CH:21]1[CH2:23][CH2:22]1)=[O:20])[CH:12]=2.FC(F)(F)C(OC(=O)C(F)(F)F)=[O:28]. The catalyst is O1CCCC1.C(OCC)(=O)C. The product is [Cl:1][C:2]1[CH:7]=[CH:6][CH:5]=[CH:4][C:3]=1[C:8]1[NH:9][C:10](=[O:28])[C:11]2[CH:12]=[C:13]([NH:18][C:19]([CH:21]3[CH2:23][CH2:22]3)=[O:20])[N:14]=[CH:15][C:16]=2[CH:17]=1. The yield is 0.200. (3) The reactants are [CH:1]1([CH2:4][C:5](=O)/[C:6](/[C:11]2[CH:16]=[CH:15][N:14]=[C:13]([S:17][CH3:18])[N:12]=2)=[CH:7]\N(C)C)[CH2:3][CH2:2]1.[OH:20][C:21]([CH3:28])([CH3:27])[CH2:22][NH:23][C:24]([NH2:26])=[NH:25].C(=O)([O-])[O-].[K+].[K+]. The catalyst is CN(C=O)C. The product is [CH:1]1([CH2:4][C:5]2[C:6]([C:11]3[CH:16]=[CH:15][N:14]=[C:13]([S:17][CH3:18])[N:12]=3)=[CH:7][N:26]=[C:24]([NH:23][CH2:22][C:21]([CH3:28])([OH:20])[CH3:27])[N:25]=2)[CH2:2][CH2:3]1. The yield is 0.210. (4) The reactants are Cl[C:2]1[N:7]=[C:6]([C:8]2[S:12][C:11]([N:13]3[CH2:18][CH2:17][O:16][CH2:15][CH2:14]3)=[N:10][C:9]=2[C:19]2[C:20]([F:37])=[C:21]([NH:25][S:26]([C:29]3[CH:34]=[C:33]([F:35])[CH:32]=[CH:31][C:30]=3[F:36])(=[O:28])=[O:27])[CH:22]=[CH:23][CH:24]=2)[CH:5]=[CH:4][N:3]=1.O.[CH3:39][N:40](C)C=O. The catalyst is [C-]#N.[Zn+2].[C-]#N.C1C=CC([P]([Pd]([P](C2C=CC=CC=2)(C2C=CC=CC=2)C2C=CC=CC=2)([P](C2C=CC=CC=2)(C2C=CC=CC=2)C2C=CC=CC=2)[P](C2C=CC=CC=2)(C2C=CC=CC=2)C2C=CC=CC=2)(C2C=CC=CC=2)C2C=CC=CC=2)=CC=1. The product is [C:39]([C:2]1[N:7]=[C:6]([C:8]2[S:12][C:11]([N:13]3[CH2:18][CH2:17][O:16][CH2:15][CH2:14]3)=[N:10][C:9]=2[C:19]2[C:20]([F:37])=[C:21]([NH:25][S:26]([C:29]3[CH:34]=[C:33]([F:35])[CH:32]=[CH:31][C:30]=3[F:36])(=[O:28])=[O:27])[CH:22]=[CH:23][CH:24]=2)[CH:5]=[CH:4][N:3]=1)#[N:40]. The yield is 0.600. (5) The reactants are [C:1]([O:5][C:6](=[O:20])[C:7]([CH3:19])([S:9][C:10]1[CH:18]=[CH:17][C:13]([C:14]([OH:16])=[O:15])=[CH:12][CH:11]=1)[CH3:8])([CH3:4])([CH3:3])[CH3:2].[F:21][C:22]([F:39])([F:38])[O:23][C:24]1[CH:37]=[CH:36][C:27]([CH2:28][N:29]2[CH:33]=[C:32]([CH2:34]O)[N:31]=[N:30]2)=[CH:26][CH:25]=1.C1(N=C=NC2CCCCC2)CCCCC1. The catalyst is CN(C)C1C=CN=CC=1.ClCCl. The product is [C:1]([O:5][C:6](=[O:20])[C:7]([CH3:8])([S:9][C:10]1[CH:11]=[CH:12][C:13]([C:14]([O:16][CH2:34][C:32]2[N:31]=[N:30][N:29]([CH2:28][C:27]3[CH:26]=[CH:25][C:24]([O:23][C:22]([F:38])([F:21])[F:39])=[CH:37][CH:36]=3)[CH:33]=2)=[O:15])=[CH:17][CH:18]=1)[CH3:19])([CH3:2])([CH3:3])[CH3:4]. The yield is 0.900. (6) The reactants are [F:1][C:2]1[C:3]([C:12]#[C:13][Si](C)(C)C)=[C:4]([C:10]#[N:11])[C:5](=[CH:8][CH:9]=1)[C:6]#[N:7].C1COCC1.CCCC[N+](CCCC)(CCCC)CCCC.[F-]. The catalyst is O. The product is [C:12]([C:3]1[C:2]([F:1])=[CH:9][CH:8]=[C:5]([C:6]#[N:7])[C:4]=1[C:10]#[N:11])#[CH:13]. The yield is 0.300.